Dataset: Catalyst prediction with 721,799 reactions and 888 catalyst types from USPTO. Task: Predict which catalyst facilitates the given reaction. Reactant: [Cl:1][C:2]1[N:7]=[C:6]([C:8]2[CH:13]=[CH:12][CH:11]=[CH:10][CH:9]=2)[N:5]=[C:4]([C:14]([NH:16][C:17]2[CH:22]=[CH:21][CH:20]=[CH:19][C:18]=2[C:23]2[S:24][C:25]3[CH:26]=[N:27][CH:28]=[CH:29][C:30]=3[N:31]=2)=[O:15])[CH:3]=1.[N:32]1(C(OC(C)(C)C)=O)[CH2:37][CH2:36][NH:35][CH2:34][CH2:33]1.C(O)(C(F)(F)F)=O.Cl. Product: [ClH:1].[C:8]1([C:6]2[N:5]=[C:4]([C:14]([NH:16][C:17]3[CH:22]=[CH:21][CH:20]=[CH:19][C:18]=3[C:23]3[S:24][C:25]4[CH:26]=[N:27][CH:28]=[CH:29][C:30]=4[N:31]=3)=[O:15])[CH:3]=[C:2]([N:32]3[CH2:37][CH2:36][NH:35][CH2:34][CH2:33]3)[N:7]=2)[CH:13]=[CH:12][CH:11]=[CH:10][CH:9]=1. The catalyst class is: 2.